Dataset: Experimentally validated miRNA-target interactions with 360,000+ pairs, plus equal number of negative samples. Task: Binary Classification. Given a miRNA mature sequence and a target amino acid sequence, predict their likelihood of interaction. (1) The protein sequence of the target gene is MESQCDYSMYFPAVPLPPRAELTGDPGRYRALPRRNHLYLGETVRFLLVLRCRGSVGAGVGGGAGLASRGAWTELATSLAALASVSAGGALPGCGSAGDQDADPPGGGDPGGGGLFRGCSPLLTHGQGPATSGGATTLPVEEPIVSTDEVIFPLTVSLDRLPPGTPKAKIVVTVWKREVEAPEVRDQGYLRLLQTRSPGETFRGEQSAFKAQVSTLLTLLPPPVLKCRQFTVAGKHLTVLKVLNSSSQEEISIWDIRILPNFNASYLPVMPDGSVLLVDNVCHQSGEVSMGSFCRLPGTS.... Result: 0 (no interaction). The miRNA is mmu-miR-1247-5p with sequence ACCCGUCCCGUUCGUCCCCGGA. (2) The miRNA is hsa-miR-4490 with sequence UCUGGUAAGAGAUUUGGGCAUA. The protein sequence of the target gene is MALSRVCWARAALWGSTVAPGPFVTRRLQLGRSGPAWRAPRSSKLHLSPKADVKNLISYVVTKTRAINGSYHRFLGRHFPRFYALYTTFMKGIQMLWADGKKARRIKADMWKQNLKFHQLSYREMEHLRQFRRDITKCLFVGLISIPPFANYLVFLLMYLFPRQLLVKHFWTPKQQIDFLDVYHGLRRRSHSEVITHLRRASTFVSHEKLRRQLTDLCTKVQSGTHPAAQDVLALRDCFSTYPLGFSQLQASQMRALSQAMLLTPYLPPPLLRQRLKSHTTVIHQLDRALAKLGIGQLTA.... Result: 0 (no interaction). (3) The miRNA is mmu-miR-129-5p with sequence CUUUUUGCGGUCUGGGCUUGC. The protein sequence of the target gene is MKRQSERDSSPSGRGSSSSAKRPREREREAEAGGRRAAHKASGGAKHPVPARARDKPRGSGSGGGGHRDGRGTGDANHRASSGRSSGSGAGGGGRGGKASGDPGASGMSPRASPLPPPPPPPGAEPACPGSSAAAPEYKTLLISSLSPALPAEHLEDRLFHQFKRFGEISLRLSHTPELGRVAYVNFRHPQDAREARQHALARQLLLYDRPLKVEPVYLRGGGGSSRRSSSSSAAASTPPPGPPAPADPLGYLPLHGGYQYKQRSLSPVAAPPLREPRARHAAAAFALDAAAAAAVGLSR.... Result: 0 (no interaction). (4) The miRNA is gga-miR-103-3p with sequence AGCAGCAUUGUACAGGGCUAUGA. The protein sequence of the target gene is MPITRMRMRPWLEMQINSNQIPGLIWINKEEMIFQIPWKHAAKHGWDINKDACLFRSWAIHTGRYKAGEKEPDPKTWKANFRCAMNSLPDIEEVKDQSRNKGSSAVRVYRMLPPLTKNQRKERKSKSSRDAKSKAKRKSCGDSSPDTFSDGLSSSTLPDDHSSYTVPGYMQDLEVEQALTPALSPCAVSSTLPDWHIPVEVVPDSTSDLYNFQVSPMPSTSEATTDEDEEGKLPEDIMKLLEQSEWQPTNVDGKGYLLNEPGVQPTSVYGDFSCKEEPEIDSPGGDIGLSLQRVFTDLKN.... Result: 0 (no interaction). (5) The miRNA is hsa-miR-4712-5p with sequence UCCAGUACAGGUCUCUCAUUUC. The protein sequence of the target gene is MGNNFSSIPSLPRGNPSRAPRGHPQNLKDSIGGPFPVTSHRCHHKQKHCPAVLPSGGLPATPLLFHPHTKGSQILMDLSHKAVKRQASFCNAITFSNRPVLIYEQVRLKITKKQCCWSGALRLGFTSKDPSRIHPDSLPKYACPDLVSQSGFWAKALPEEFANEGNIIAFWVDKKGRVFHRINDSAVMLFFSGVRTADPLWALVDVYGLTRGVQLLDSELVLPDCLRPRSFTALRRPSLRREADDARLSVSLCDLNVPGADGDEAAPAAGCPIPQNSLNSQHSRALPAQLDGDLRFHALR.... Result: 0 (no interaction). (6) The miRNA is hsa-miR-148a-3p with sequence UCAGUGCACUACAGAACUUUGU. The protein sequence of the target gene is MDGRTPRPQDAPARRKPKAKAPLPPAETKYTDVSSAADSVESTAFIMEQKENMIDKDVELSVVLPGDIIKSTTVHGSKPMMDLLIFLCAQYHLNPSSYTIDLLSAEQNHIKFKPNTPIGMLEVEKVILKPKMLDKKKPTPIIPEKTVRVVINFKKTQKTIVRVSPHASLQELAPIICSKCEFDPLHTLLLKDYQSQEPLDLTKSLNDLGLRELYAMDVNRESCQISQNLDIMKEKENKGFFSFFQRSKKKRDQTASAPATPLVNKHRPTFTRSNTISKPYISNTLPSDAPKKRRAPLPPM.... Result: 0 (no interaction). (7) The miRNA is hsa-miR-200b-5p with sequence CAUCUUACUGGGCAGCAUUGGA. The protein sequence of the target gene is MFLHSVNLWNLAFYVFMVFLATLGLWDVFFGFEENKCSMSYMFEYPEYQKIELPKKLAKRYPAYELYLYGEGSYAEEHKILPLTGIPVLFLPGNAGSYKQVRSIGSIALRKAEDIDFKYHFDFFSVNFNEELVALYGGSLQKQTKFVHECIKTILKLYKGQEFAPKSVAIIGHSMGGLVARALLTLKNFKHDLINLLITQATPHVAPVMPLDRFITDFYTTVNNYWILNARHINLTTLSVAGGFRDYQVRSGLTFLPKLSHHTSALSVVSSAVPKTWVSTDHLSIVWCKQLQLTTVRAFF.... Result: 0 (no interaction). (8) The miRNA is hsa-miR-654-3p with sequence UAUGUCUGCUGACCAUCACCUU. The protein sequence of the target gene is MALHVPKAPGFAQMLKEGAKHFSGLEEAVYRNIQACKELAQTTRTAYGPNGMNKMVINHLEKLFVTNDAATILRELEVQHPAAKMIVMASHMQEQEVGDGTNFVLVFAGALLELAEELLRIGLSVSEVIEGYEIACRKAHEILPNLVCCSAKNLRDIDEVSSLLRTSIMSKQYGNEVFLAKLIAQACVSIFPDSGHFNVDNIRVCKILGSGISSSSVLHGMVFKKETEGDVTSVKDAKIAVYSCPFDGMITETKGTVLIKTAEELMNFSKGEENLMDAQVKAIADTGANVVVTGGKVADM.... Result: 0 (no interaction). (9) Result: 0 (no interaction). The protein sequence of the target gene is MDGIIEQKSVLVHSKISDAGKRNGLINTRNFMAESRDGLVSVYPAPQYQSHRLVASAAPGSLEGGRSEPVQQLLDPNTLQQSVESHYRPNIILYSDGVLRSWGDGVATDCCETTFIEDRSPTKDSLEYPDGKFIDLSGDDIKIHTLSYDVEEEEELQELESDYSSDTESEDNFLMMPPRDHLGLSVFSMLCCFWPLGIAAFYLSHETNKAVAKGDFHQASTSSRRALFLAVLSITIGTGIYVGVAVALIAYLSKNNHL. The miRNA is hsa-miR-142-3p with sequence UGUAGUGUUUCCUACUUUAUGGA.